From a dataset of Forward reaction prediction with 1.9M reactions from USPTO patents (1976-2016). Predict the product of the given reaction. (1) Given the reactants [CH:1]([C:4]1[C:5]([O:43]CC2C=CC(OC)=CC=2)=[CH:6][C:7]([O:33]CC2C=CC(OC)=CC=2)=[C:8]([C:10]2[N:11]([C:21]3[CH:26]=[CH:25][C:24]([N:27]4[CH2:32][CH2:31][O:30][CH2:29][CH2:28]4)=[CH:23][CH:22]=3)[C:12]([C:15]3[CH:16]=[N:17][CH:18]=[CH:19][CH:20]=3)=[CH:13][CH:14]=2)[CH:9]=1)([CH3:3])[CH3:2].Br, predict the reaction product. The product is: [CH:1]([C:4]1[CH:9]=[C:8]([C:10]2[N:11]([C:21]3[CH:22]=[CH:23][C:24]([N:27]4[CH2:28][CH2:29][O:30][CH2:31][CH2:32]4)=[CH:25][CH:26]=3)[C:12]([C:15]3[CH:16]=[N:17][CH:18]=[CH:19][CH:20]=3)=[CH:13][CH:14]=2)[C:7]([OH:33])=[CH:6][C:5]=1[OH:43])([CH3:3])[CH3:2]. (2) Given the reactants [Cl:1][C:2]1[CH:3]=[CH:4][C:5]([O:30][CH3:31])=[C:6]([S:8]([NH:11][C:12]2[CH:13]=[C:14]([CH:27]=[CH:28][CH:29]=2)[C:15]([NH:17][C:18]2[CH:26]=[CH:25][C:21]([C:22]([OH:24])=[O:23])=[CH:20][CH:19]=2)=[O:16])(=[O:10])=[O:9])[CH:7]=1.Cl[C:33]1C=CC(OC)=C(S(Cl)(=O)=O)[CH:38]=1, predict the reaction product. The product is: [CH2:33]([O:23][C:22](=[O:24])[C:21]1[CH:25]=[CH:26][C:18]([NH:17][C:15](=[O:16])[C:14]2[CH:27]=[CH:28][CH:29]=[C:12]([NH:11][S:8]([C:6]3[CH:7]=[C:2]([Cl:1])[CH:3]=[CH:4][C:5]=3[O:30][CH3:31])(=[O:9])=[O:10])[CH:13]=2)=[CH:19][CH:20]=1)[CH3:38].